From a dataset of Forward reaction prediction with 1.9M reactions from USPTO patents (1976-2016). Predict the product of the given reaction. (1) Given the reactants C(OC([N:8]1[CH2:12][C@H:11]([S:13][C:14]([C:27]2[CH:32]=[CH:31][CH:30]=[CH:29][CH:28]=2)([C:21]2[CH:26]=[CH:25][CH:24]=[CH:23][CH:22]=2)[C:15]2[CH:20]=[CH:19][CH:18]=[CH:17][CH:16]=2)[CH2:10][C@H:9]1[CH2:33][O:34][CH2:35][C:36]1[CH:41]=[C:40]([F:42])[C:39]([F:43])=[CH:38][C:37]=1[F:44])=O)(C)(C)C.C(O)(C(F)(F)F)=O, predict the reaction product. The product is: [F:44][C:37]1[CH:38]=[C:39]([F:43])[C:40]([F:42])=[CH:41][C:36]=1[CH2:35][O:34][CH2:33][C@@H:9]1[CH2:10][C@@H:11]([S:13][C:14]([C:15]2[CH:16]=[CH:17][CH:18]=[CH:19][CH:20]=2)([C:27]2[CH:32]=[CH:31][CH:30]=[CH:29][CH:28]=2)[C:21]2[CH:22]=[CH:23][CH:24]=[CH:25][CH:26]=2)[CH2:12][NH:8]1. (2) Given the reactants C[O:2][C:3]([C:5]1[CH:6]=[CH:7][C:8]2[C:9](=[O:19])[C:10]3[C:15]([O:16][C:17]=2[CH:18]=1)=[CH:14][CH:13]=[CH:12][CH:11]=3)=[O:4].[OH-].[Na+].Cl, predict the reaction product. The product is: [O:19]=[C:9]1[C:8]2[CH:7]=[CH:6][C:5]([C:3]([OH:4])=[O:2])=[CH:18][C:17]=2[O:16][C:15]2[C:10]1=[CH:11][CH:12]=[CH:13][CH:14]=2. (3) Given the reactants [CH3:1][N:2]([CH2:22][C@@H:23]1[C:26]2[CH:27]=[C:28]([O:33][CH3:34])[C:29]([O:31][CH3:32])=[CH:30][C:25]=2[CH2:24]1)[CH2:3][CH2:4][CH2:5][N:6]1[C:16](=[O:17])[CH2:15][C:14]2[C:9](=[CH:10][C:11]([O:20][CH3:21])=[C:12]([O:18][CH3:19])[CH:13]=2)[CH2:8][CH2:7]1.[ClH:35], predict the reaction product. The product is: [CH3:1][N:2]([CH2:22][C@@H:23]1[C:26]2[CH:27]=[C:28]([O:33][CH3:34])[C:29]([O:31][CH3:32])=[CH:30][C:25]=2[CH2:24]1)[CH2:3][CH2:4][CH2:5][N:6]1[C:16](=[O:17])[CH2:15][C:14]2[C:9](=[CH:10][C:11]([O:20][CH3:21])=[C:12]([O:18][CH3:19])[CH:13]=2)[CH2:8][CH2:7]1.[ClH:35]. (4) Given the reactants I[C:2]1[C:10]2[C:5](=[CH:6][CH:7]=[CH:8][C:9]=2[N+:11]([O-])=O)[N:4]([CH2:14][C:15]2[CH:20]=[CH:19][CH:18]=[C:17]([CH3:21])[N:16]=2)[N:3]=1.[NH4+].[Cl-], predict the reaction product. The product is: [CH3:21][C:17]1[N:16]=[C:15]([CH2:14][N:4]2[C:5]3[CH:6]=[CH:7][CH:8]=[C:9]([NH2:11])[C:10]=3[CH:2]=[N:3]2)[CH:20]=[CH:19][CH:18]=1. (5) The product is: [OH:5][C:6]1[CH:15]=[CH:14][C:13]([C:23](=[O:24])[C:22]2[CH:21]=[CH:20][C:19]([N+:16]([O-:18])=[O:17])=[CH:27][CH:26]=2)=[CH:12][C:7]=1[C:8]([O:10][CH3:11])=[O:9]. Given the reactants [Al+3].[Cl-].[Cl-].[Cl-].[OH:5][C:6]1[CH:15]=[CH:14][CH:13]=[CH:12][C:7]=1[C:8]([O:10][CH3:11])=[O:9].[N+:16]([C:19]1[CH:27]=[CH:26][C:22]([C:23](Cl)=[O:24])=[CH:21][CH:20]=1)([O-:18])=[O:17].Cl, predict the reaction product. (6) Given the reactants [N+:1]([C:4]1[CH:9]=[CH:8][C:7]([N:10]2[CH2:16][CH2:15][CH2:14][NH:13][CH2:12][CH2:11]2)=[CH:6][CH:5]=1)([O-:3])=[O:2].C(=O)([O-])[O-].[K+].[K+].[Cl:23][CH2:24][C:25](Cl)=[O:26], predict the reaction product. The product is: [Cl:23][CH2:24][C:25]([N:13]1[CH2:14][CH2:15][CH2:16][N:10]([C:7]2[CH:6]=[CH:5][C:4]([N+:1]([O-:3])=[O:2])=[CH:9][CH:8]=2)[CH2:11][CH2:12]1)=[O:26].